The task is: Regression/Classification. Given a drug SMILES string, predict its absorption, distribution, metabolism, or excretion properties. Task type varies by dataset: regression for continuous measurements (e.g., permeability, clearance, half-life) or binary classification for categorical outcomes (e.g., BBB penetration, CYP inhibition). Dataset: cyp2d6_veith.. This data is from CYP2D6 inhibition data for predicting drug metabolism from PubChem BioAssay. (1) The molecule is CCCCOC(=O)Nc1ccc(C)c(Cl)c1. The result is 0 (non-inhibitor). (2) The molecule is Cc1ccc(N(CC(N)=O)C2SC(=O)N(Cc3cccc(C(=O)O)c3)C2=O)cc1. The result is 0 (non-inhibitor). (3) The molecule is CC1CCN(CC(=O)Nc2cccc([N+](=O)[O-])c2)CC1. The result is 1 (inhibitor). (4) The result is 0 (non-inhibitor). The compound is c1ccc(-n2ncc3c(NCCCN4CCOCC4)ncnc32)cc1. (5) The compound is CC(C)Cn1cnc2c(Sc3c([N+](=O)[O-])ncn3C)nc(N)nc21. The result is 0 (non-inhibitor). (6) The molecule is Cc1cccc(CS(=O)(=O)Cc2ccc(C(=O)NCc3ccco3)o2)c1. The result is 0 (non-inhibitor).